From a dataset of Full USPTO retrosynthesis dataset with 1.9M reactions from patents (1976-2016). Predict the reactants needed to synthesize the given product. Given the product [I:18][C:17]1[C:11]2[C:12](=[N:13][CH:14]=[C:9]([C:7]3[CH:6]=[N:5][N:4]([CH3:3])[CH:8]=3)[CH:10]=2)[NH:15][CH:16]=1, predict the reactants needed to synthesize it. The reactants are: [OH-].[K+].[CH3:3][N:4]1[CH:8]=[C:7]([C:9]2[CH:10]=[C:11]3[CH:17]=[CH:16][NH:15][C:12]3=[N:13][CH:14]=2)[CH:6]=[N:5]1.[I:18]I.